Dataset: Catalyst prediction with 721,799 reactions and 888 catalyst types from USPTO. Task: Predict which catalyst facilitates the given reaction. (1) Reactant: [CH3:1][C@@H:2]1[CH2:7][CH2:6][C@H:5]([NH:8][C:9]2[CH:10]=[C:11]3[C:16](=[CH:17][CH:18]=2)[CH:15]=[C:14]([CH2:19][OH:20])[CH:13]=[CH:12]3)[CH2:4][CH2:3]1. Product: [CH3:1][C@@H:2]1[CH2:3][CH2:4][C@H:5]([NH:8][C:9]2[CH:10]=[C:11]3[C:16](=[CH:17][CH:18]=2)[CH:15]=[C:14]([CH:19]=[O:20])[CH:13]=[CH:12]3)[CH2:6][CH2:7]1. The catalyst class is: 177. (2) Reactant: [F:1][C:2]1[CH:12]=[C:11]([NH:13][C:14]([C:16]2[C:25]([OH:26])=[CH:24][C:23]3[C:22]([CH3:28])([CH3:27])[CH2:21][CH2:20][C:19]([CH3:30])([CH3:29])[C:18]=3[CH:17]=2)=[O:15])[CH:10]=[C:9]([F:31])[C:3]=1[C:4]([O:6][CH2:7][CH3:8])=[O:5].S(Cl)([Cl:35])(=O)=O.C(OCC)C. Product: [F:1][C:2]1[CH:12]=[C:11]([NH:13][C:14]([C:16]2[C:25]([OH:26])=[C:24]([Cl:35])[C:23]3[C:22]([CH3:28])([CH3:27])[CH2:21][CH2:20][C:19]([CH3:30])([CH3:29])[C:18]=3[CH:17]=2)=[O:15])[CH:10]=[C:9]([F:31])[C:3]=1[C:4]([O:6][CH2:7][CH3:8])=[O:5]. The catalyst class is: 4. (3) Reactant: [CH2:1]([Li])[CH2:2][CH2:3][CH3:4].[C:6]12(C(=O)C3C[CH:10]1[CH2:11][CH2:12]3)[CH2:9][CH2:8][CH2:7]2. Product: [CH2:4]=[C:3]1[C:6]2([CH2:9][CH2:8][CH2:7]2)[CH:10]2[CH2:1][CH:2]1[CH2:12][CH2:11]2. The catalyst class is: 597. (4) Reactant: [Br:1][C:2]1[CH:3]=[CH:4][C:5]([O:10][CH2:11][CH:12]2[CH2:17][CH2:16][N:15]([CH2:18][C:19](O)([CH3:21])[CH3:20])[CH2:14][CH2:13]2)=[C:6]([CH:9]=1)[C:7]#[N:8].CCN(S(F)(F)[F:29])CC.O. Product: [Br:1][C:2]1[CH:3]=[CH:4][C:5]([O:10][CH2:11][CH:12]2[CH2:17][CH2:16][N:15]([CH2:18][C:19]([F:29])([CH3:21])[CH3:20])[CH2:14][CH2:13]2)=[C:6]([CH:9]=1)[C:7]#[N:8]. The catalyst class is: 2.